The task is: Predict the product of the given reaction.. This data is from Forward reaction prediction with 1.9M reactions from USPTO patents (1976-2016). (1) Given the reactants [CH3:1][CH:2]([CH2:4][CH:5]([N:17]([CH3:19])[CH3:18])[C:6]1([C:10]2[CH:11]=[CH:12][C:13]([Cl:16])=[CH:14][CH:15]=2)[CH2:9][CH2:8][CH2:7]1)[CH3:3].[Br:20]([OH:23])(=[O:22])=[O:21], predict the reaction product. The product is: [CH3:3][CH:2]([CH2:4][CH:5]([N:17]([CH3:18])[CH3:19])[C:6]1([C:10]2[CH:11]=[CH:12][C:13]([Cl:16])=[CH:14][CH:15]=2)[CH2:7][CH2:8][CH2:9]1)[CH3:1].[Br:20]([O-:23])(=[O:22])=[O:21]. (2) Given the reactants [NH2:1][C@@H:2]1[CH2:7][CH2:6][N:5]([C:8]2[C:9]([Cl:24])=[C:10]([NH:16]C(=O)OC(C)(C)C)[CH:11]=[C:12]([C:14]#[N:15])[CH:13]=2)[CH2:4][C@H:3]1[OH:25].C(O)(C(F)(F)F)=O.C(N(CC)CC)C.[C:40](O[C:40]([O:42][C:43]([CH3:46])([CH3:45])[CH3:44])=[O:41])([O:42][C:43]([CH3:46])([CH3:45])[CH3:44])=[O:41], predict the reaction product. The product is: [C:43]([O:42][C:40](=[O:41])[NH:1][C@@H:2]1[CH2:7][CH2:6][N:5]([C:8]2[CH:13]=[C:12]([C:14]#[N:15])[CH:11]=[C:10]([NH2:16])[C:9]=2[Cl:24])[CH2:4][C@H:3]1[OH:25])([CH3:46])([CH3:45])[CH3:44].